Regression. Given two drug SMILES strings and cell line genomic features, predict the synergy score measuring deviation from expected non-interaction effect. From a dataset of NCI-60 drug combinations with 297,098 pairs across 59 cell lines. (1) Drug 1: CCC1=CC2CC(C3=C(CN(C2)C1)C4=CC=CC=C4N3)(C5=C(C=C6C(=C5)C78CCN9C7C(C=CC9)(C(C(C8N6C)(C(=O)OC)O)OC(=O)C)CC)OC)C(=O)OC.C(C(C(=O)O)O)(C(=O)O)O. Drug 2: CC1C(C(CC(O1)OC2CC(CC3=C2C(=C4C(=C3O)C(=O)C5=CC=CC=C5C4=O)O)(C(=O)C)O)N)O. Cell line: DU-145. Synergy scores: CSS=38.7, Synergy_ZIP=0.956, Synergy_Bliss=2.80, Synergy_Loewe=-10.6, Synergy_HSA=3.40. (2) Drug 1: C1=NC2=C(N=C(N=C2N1C3C(C(C(O3)CO)O)O)F)N. Drug 2: CC1=C(C(=CC=C1)Cl)NC(=O)C2=CN=C(S2)NC3=CC(=NC(=N3)C)N4CCN(CC4)CCO. Cell line: SF-268. Synergy scores: CSS=1.47, Synergy_ZIP=2.42, Synergy_Bliss=5.10, Synergy_Loewe=-1.36, Synergy_HSA=0.841. (3) Drug 1: C1=CC(=CC=C1CCC2=CNC3=C2C(=O)NC(=N3)N)C(=O)NC(CCC(=O)O)C(=O)O. Drug 2: CCC1(CC2CC(C3=C(CCN(C2)C1)C4=CC=CC=C4N3)(C5=C(C=C6C(=C5)C78CCN9C7C(C=CC9)(C(C(C8N6C=O)(C(=O)OC)O)OC(=O)C)CC)OC)C(=O)OC)O.OS(=O)(=O)O. Cell line: NCIH23. Synergy scores: CSS=28.5, Synergy_ZIP=-5.13, Synergy_Bliss=2.70, Synergy_Loewe=-16.2, Synergy_HSA=2.10. (4) Drug 1: CC12CCC(CC1=CCC3C2CCC4(C3CC=C4C5=CN=CC=C5)C)O. Drug 2: CC1=CC2C(CCC3(C2CCC3(C(=O)C)OC(=O)C)C)C4(C1=CC(=O)CC4)C. Cell line: NCI-H522. Synergy scores: CSS=4.45, Synergy_ZIP=-0.861, Synergy_Bliss=-0.467, Synergy_Loewe=-3.68, Synergy_HSA=-1.27. (5) Drug 1: C(=O)(N)NO. Cell line: RPMI-8226. Drug 2: C1=NC2=C(N=C(N=C2N1C3C(C(C(O3)CO)O)F)Cl)N. Synergy scores: CSS=1.86, Synergy_ZIP=-0.0371, Synergy_Bliss=-1.22, Synergy_Loewe=-2.96, Synergy_HSA=-3.33. (6) Drug 1: COC1=C(C=C2C(=C1)N=CN=C2NC3=CC(=C(C=C3)F)Cl)OCCCN4CCOCC4. Drug 2: CNC(=O)C1=NC=CC(=C1)OC2=CC=C(C=C2)NC(=O)NC3=CC(=C(C=C3)Cl)C(F)(F)F. Cell line: SK-MEL-2. Synergy scores: CSS=17.2, Synergy_ZIP=-7.22, Synergy_Bliss=-9.16, Synergy_Loewe=-7.63, Synergy_HSA=-7.03.